Regression. Given two drug SMILES strings and cell line genomic features, predict the synergy score measuring deviation from expected non-interaction effect. From a dataset of NCI-60 drug combinations with 297,098 pairs across 59 cell lines. (1) Drug 1: CNC(=O)C1=NC=CC(=C1)OC2=CC=C(C=C2)NC(=O)NC3=CC(=C(C=C3)Cl)C(F)(F)F. Drug 2: C(CC(=O)O)C(=O)CN.Cl. Cell line: HS 578T. Synergy scores: CSS=5.50, Synergy_ZIP=-1.12, Synergy_Bliss=-1.09, Synergy_Loewe=-8.74, Synergy_HSA=-7.49. (2) Drug 1: CC1=C(C=C(C=C1)NC2=NC=CC(=N2)N(C)C3=CC4=NN(C(=C4C=C3)C)C)S(=O)(=O)N.Cl. Drug 2: C1C(C(OC1N2C=NC3=C(N=C(N=C32)Cl)N)CO)O. Cell line: MDA-MB-231. Synergy scores: CSS=9.24, Synergy_ZIP=-5.60, Synergy_Bliss=-4.30, Synergy_Loewe=-4.14, Synergy_HSA=-3.98. (3) Drug 1: C1CNP(=O)(OC1)N(CCCl)CCCl. Drug 2: CC12CCC3C(C1CCC2OP(=O)(O)O)CCC4=C3C=CC(=C4)OC(=O)N(CCCl)CCCl.[Na+]. Cell line: BT-549. Synergy scores: CSS=5.26, Synergy_ZIP=0.153, Synergy_Bliss=2.38, Synergy_Loewe=-5.52, Synergy_HSA=-0.988. (4) Drug 1: C1=NC(=NC(=O)N1C2C(C(C(O2)CO)O)O)N. Drug 2: C1CNP(=O)(OC1)N(CCCl)CCCl. Cell line: SK-MEL-5. Synergy scores: CSS=13.5, Synergy_ZIP=-4.03, Synergy_Bliss=1.24, Synergy_Loewe=-22.5, Synergy_HSA=0.498.